Dataset: Catalyst prediction with 721,799 reactions and 888 catalyst types from USPTO. Task: Predict which catalyst facilitates the given reaction. (1) Reactant: Cl[C:2]1[N:11]=[C:10]([NH:12][CH2:13][C@H:14]2[CH2:19][CH2:18][CH2:17][N:16]([C:20]([O:22][C:23]([CH3:26])([CH3:25])[CH3:24])=[O:21])[CH2:15]2)[C:5]2=[N:6][CH:7]=[CH:8][N:9]=[C:4]2[CH:3]=1.[NH:27]1[CH2:32][CH2:31][NH:30][CH2:29][C:28]1=[O:33].CCN(C(C)C)C(C)C. Product: [O:33]=[C:28]1[NH:27][CH2:32][CH2:31][N:30]([C:2]2[N:11]=[C:10]([NH:12][CH2:13][C@H:14]3[CH2:19][CH2:18][CH2:17][N:16]([C:20]([O:22][C:23]([CH3:26])([CH3:25])[CH3:24])=[O:21])[CH2:15]3)[C:5]3=[N:6][CH:7]=[CH:8][N:9]=[C:4]3[CH:3]=2)[CH2:29]1. The catalyst class is: 60. (2) The catalyst class is: 711. Product: [N:1]1([CH2:6][C:7]2[CH:8]=[CH:9][C:10]([C:11]([NH:13][C:14]3[C:15]4[CH:28]=[C:27]([C:29]([NH:31][N:32]([CH3:39])[C:33]5[CH:34]=[CH:35][CH:36]=[CH:37][CH:38]=5)=[O:30])[S:26][C:16]=4[NH:17][N:18]=3)=[O:12])=[CH:40][CH:41]=2)[CH2:4][CH2:3][CH2:2]1. Reactant: [NH:1]1[CH2:4][CH2:3][CH2:2]1.Cl[CH2:6][C:7]1[CH:41]=[CH:40][C:10]([C:11]([NH:13][C:14]2[C:15]3[CH:28]=[C:27]([C:29]([NH:31][N:32]([CH3:39])[C:33]4[CH:38]=[CH:37][CH:36]=[CH:35][CH:34]=4)=[O:30])[S:26][C:16]=3[N:17](C(OC(C)(C)C)=O)[N:18]=2)=[O:12])=[CH:9][CH:8]=1.ClCC1C=CC(C(NC2C3C=C(C(NN(C4C=CC(Cl)=CC=4)C)=O)SC=3N(C(OC(C)(C)C)=O)N=2)=O)=CC=1. (3) The catalyst class is: 33. Reactant: [ClH:1].[NH2:2][CH2:3][C:4](=[O:10])[CH2:5][CH2:6][C:7]([OH:9])=[O:8].[CH2:11](O)[CH2:12][CH2:13][CH2:14][CH2:15][CH3:16]. Product: [ClH:1].[NH2:2][CH2:3][C:4](=[O:10])[CH2:5][CH2:6][C:7]([O:9][CH2:11][CH2:12][CH2:13][CH2:14][CH2:15][CH3:16])=[O:8]. (4) The catalyst class is: 9. Reactant: [C:1]1([S:7][C:8]2[CH:13]=[CH:12][CH:11]=[CH:10][C:9]=2[NH:14][S:15]([C:18]2[CH:30]=[CH:29][C:21]([C:22]([NH:24][CH2:25][C:26]([OH:28])=O)=[O:23])=[CH:20][CH:19]=2)(=[O:17])=[O:16])[CH:6]=[CH:5][CH:4]=[CH:3][CH:2]=1.C(OC([N:38]1[CH2:43][CH2:42][CH:41]([CH2:44][NH2:45])[CH2:40][CH2:39]1)=O)(C)(C)C.CN(C(ON1N=NC2C=CC=CC1=2)=[N+](C)C)C.F[P-](F)(F)(F)(F)F.C(N(CC)CC)C.[Cl:77]CCl. Product: [ClH:77].[C:1]1([S:7][C:8]2[CH:13]=[CH:12][CH:11]=[CH:10][C:9]=2[NH:14][S:15]([C:18]2[CH:30]=[CH:29][C:21]([C:22]([NH:24][CH2:25][C:26](=[O:28])[NH:45][CH2:44][CH:41]3[CH2:42][CH2:43][NH:38][CH2:39][CH2:40]3)=[O:23])=[CH:20][CH:19]=2)(=[O:16])=[O:17])[CH:2]=[CH:3][CH:4]=[CH:5][CH:6]=1. (5) Reactant: [Cl:1][C:2]1[CH:3]=[C:4]2[C:9](=[CH:10][CH:11]=1)[NH:8][C:7](=[O:12])[N:6]([CH2:13][C:14]([F:17])([F:16])[F:15])[C:5]2([C:19]1[CH:24]=[CH:23][C:22]([F:25])=[CH:21][CH:20]=1)O.[CH2:26](N(CC)CC)[CH3:27].S(Cl)(Cl)=O.C([Mg]Br)C.C1COCC1.C(O)(=O)CC(CC(O)=O)(C(O)=O)O. Product: [Cl:1][C:2]1[CH:3]=[C:4]2[C:9](=[CH:10][CH:11]=1)[NH:8][C:7](=[O:12])[N:6]([CH2:13][C:14]([F:17])([F:16])[F:15])[C:5]2([CH2:26][CH3:27])[C:19]1[CH:24]=[CH:23][C:22]([F:25])=[CH:21][CH:20]=1. The catalyst class is: 133. (6) Reactant: [CH3:1][O:2][C:3]1[CH:8]=[CH:7][C:6]([O:9][CH3:10])=[CH:5][C:4]=1[S:11]([NH:14][C@@H:15]1[CH2:19][CH2:18][N:17]([C:20]([O:22][C:23]([CH3:26])([CH3:25])[CH3:24])=[O:21])[CH2:16]1)(=[O:13])=[O:12].[H-].[Na+].Br[CH2:30][CH:31]1[CH2:36][CH2:35][CH2:34][CH2:33][CH2:32]1. Product: [CH3:1][O:2][C:3]1[CH:8]=[CH:7][C:6]([O:9][CH3:10])=[CH:5][C:4]=1[S:11]([N:14]([CH2:30][CH:31]1[CH2:36][CH2:35][CH2:34][CH2:33][CH2:32]1)[C@@H:15]1[CH2:19][CH2:18][N:17]([C:20]([O:22][C:23]([CH3:26])([CH3:25])[CH3:24])=[O:21])[CH2:16]1)(=[O:12])=[O:13]. The catalyst class is: 3.